This data is from Peptide-MHC class I binding affinity with 185,985 pairs from IEDB/IMGT. The task is: Regression. Given a peptide amino acid sequence and an MHC pseudo amino acid sequence, predict their binding affinity value. This is MHC class I binding data. (1) The MHC is HLA-B57:01 with pseudo-sequence HLA-B57:01. The binding affinity (normalized) is 0.813. The peptide sequence is VTMTLWYMW. (2) The MHC is H-2-Kd with pseudo-sequence H-2-Kd. The peptide sequence is TYQRTRALD. The binding affinity (normalized) is 0. (3) The peptide sequence is KLKIALAKG. The MHC is HLA-A30:01 with pseudo-sequence HLA-A30:01. The binding affinity (normalized) is 0.430. (4) The peptide sequence is IVLGNPVFLAL. The MHC is H-2-Db with pseudo-sequence H-2-Db. The binding affinity (normalized) is 0.306. (5) The peptide sequence is YVIRHVDGK. The MHC is HLA-A33:01 with pseudo-sequence HLA-A33:01. The binding affinity (normalized) is 0.